Dataset: Catalyst prediction with 721,799 reactions and 888 catalyst types from USPTO. Task: Predict which catalyst facilitates the given reaction. (1) Reactant: Cl.Cl.[NH:3]1[CH2:8][CH2:7][CH:6](/[CH:9]=[C:10]2/[C:11]([NH:16][CH2:17][C:18]#[CH:19])=[N:12][C:13](=[O:15])[S:14]/2)[CH2:5][CH2:4]1.C(=O)([O-])[O-].[K+].[K+].[F:26][C:27]([F:38])([F:37])[O:28][C:29]1[CH:36]=[CH:35][C:32]([CH2:33]Br)=[CH:31][CH:30]=1.O. Product: [CH2:17]([NH:16][C:11]1=[N:12][C:13](=[O:15])[S:14]/[C:10]/1=[CH:9]\[CH:6]1[CH2:7][CH2:8][N:3]([CH2:33][C:32]2[CH:35]=[CH:36][C:29]([O:28][C:27]([F:26])([F:37])[F:38])=[CH:30][CH:31]=2)[CH2:4][CH2:5]1)[C:18]#[CH:19]. The catalyst class is: 3. (2) Product: [CH3:1][O:2][C:3](=[O:14])[C@@H:4]([NH:5][C:32]([C:30]1[S:29][C:24]2=[N:25][C:26]3[CH2:27][CH2:28][CH:19]([C:15]([CH3:17])([CH3:16])[CH3:18])[CH2:20][C:21]=3[CH:22]=[C:23]2[CH:31]=1)=[O:33])[CH2:6][C:7]1[CH:8]=[CH:9][C:10]([OH:13])=[CH:11][CH:12]=1. The catalyst class is: 3. Reactant: [CH3:1][O:2][C:3](=[O:14])[C@H:4]([CH2:6][C:7]1[CH:12]=[CH:11][C:10]([OH:13])=[CH:9][CH:8]=1)[NH2:5].[C:15]([CH:19]1[CH2:28][CH2:27][C:26]2[N:25]=[C:24]3[S:29][C:30]([C:32](Cl)=[O:33])=[CH:31][C:23]3=[CH:22][C:21]=2[CH2:20]1)([CH3:18])([CH3:17])[CH3:16].Cl.O.